Dataset: Full USPTO retrosynthesis dataset with 1.9M reactions from patents (1976-2016). Task: Predict the reactants needed to synthesize the given product. (1) Given the product [CH3:12][Si:11]([C:9]#[C:10][C:2]1[CH:3]=[N:4][CH:5]=[N:6][CH:7]=1)([CH3:14])[CH3:13], predict the reactants needed to synthesize it. The reactants are: Br[C:2]1[CH:3]=[N:4][C:5](C)=[N:6][CH:7]=1.[C:9]([Si:11]([CH3:14])([CH3:13])[CH3:12])#[CH:10]. (2) Given the product [OH:11][CH2:10][CH:9]1[CH:8]([N:13]2[C:21]3[C:16](=[CH:17][CH:18]=[CH:19][CH:20]=3)[C:15]([CH3:23])([CH3:22])[C:14]2=[O:24])[C:3]2[CH:4]=[CH:5][CH:6]=[CH:7][C:2]=2[O:12]1, predict the reactants needed to synthesize it. The reactants are: F[C:2]1[CH:7]=[CH:6][CH:5]=[CH:4][C:3]=1[CH:8]([N:13]1[C:21]2[C:16](=[CH:17][CH:18]=[CH:19][CH:20]=2)[C:15]([CH3:23])([CH3:22])[C:14]1=[O:24])[CH:9]([OH:12])[CH2:10][OH:11].CC(C)([O-])C.[K+]. (3) Given the product [F:1][C:2]([F:13])([F:12])[C:3]1[C:21]2[CH:20]=[CH:19][C:18]3=[N:14][S:15][N:16]=[C:17]3[C:22]=2[N:23]=[C:5]([C:6]([F:9])([F:8])[F:7])[CH:4]=1, predict the reactants needed to synthesize it. The reactants are: [F:1][C:2]([F:13])([F:12])[C:3](=O)[CH2:4][C:5](=O)[C:6]([F:9])([F:8])[F:7].[N:14]1[S:15][N:16]=[C:17]2[C:22]([NH2:23])=[CH:21][CH:20]=[CH:19][C:18]=12. (4) Given the product [NH2:19][C:20]1[C:25]([C:26]#[N:27])=[C:24]([C:28]2[CH:29]=[N:30][C:31]([O:34][CH2:35][CH2:36][OH:37])=[CH:32][CH:33]=2)[C:23]([C:38]#[N:39])=[C:22]([S:40][CH2:17][C:15]2[N:11]=[C:9]([NH:8][C:5]3[CH:6]=[CH:7][C:2]([F:1])=[C:3]([Cl:12])[CH:4]=3)[S:10][CH:14]=2)[N:21]=1, predict the reactants needed to synthesize it. The reactants are: [F:1][C:2]1[CH:7]=[CH:6][C:5]([NH:8][C:9]([NH2:11])=[S:10])=[CH:4][C:3]=1[Cl:12].Cl[CH2:14][C:15]([CH2:17]Cl)=O.[NH2:19][C:20]1[C:25]([C:26]#[N:27])=[C:24]([C:28]2[CH:29]=[N:30][C:31]([O:34][CH2:35][CH2:36][OH:37])=[CH:32][CH:33]=2)[C:23]([C:38]#[N:39])=[C:22]([SH:40])[N:21]=1.C(=O)(O)[O-].[Na+]. (5) Given the product [CH3:1][O:2][C:3]1[CH:4]=[C:5]2[C:10](=[CH:11][C:12]=1[O:13][CH3:14])[N:9]=[CH:8][CH:7]=[C:6]2[O:15][C:16]1[CH:22]=[CH:21][C:19]([NH:20][C:32]([NH:40][CH2:39][CH2:38][N:37]([CH3:41])[CH3:36])=[S:33])=[C:18]([CH3:23])[C:17]=1[CH3:24], predict the reactants needed to synthesize it. The reactants are: [CH3:1][O:2][C:3]1[CH:4]=[C:5]2[C:10](=[CH:11][C:12]=1[O:13][CH3:14])[N:9]=[CH:8][CH:7]=[C:6]2[O:15][C:16]1[CH:22]=[CH:21][C:19]([NH2:20])=[C:18]([CH3:23])[C:17]=1[CH3:24].C(N(CC)CC)C.[C:32](Cl)(Cl)=[S:33].[CH3:36][N:37]([CH3:41])[CH2:38][CH2:39][NH2:40]. (6) Given the product [CH3:1][C:2]1[C:6]([CH:7]([OH:22])[C:8]2[O:9][C:10]3[CH:16]=[CH:15][C:14]([CH2:17][C:18]([OH:20])=[O:19])=[CH:13][C:11]=3[CH:12]=2)=[C:5]([CH3:23])[O:4][N:3]=1, predict the reactants needed to synthesize it. The reactants are: [CH3:1][C:2]1[C:6]([CH:7]([OH:22])[C:8]2[O:9][C:10]3[CH:16]=[CH:15][C:14]([CH2:17][C:18]([O:20]C)=[O:19])=[CH:13][C:11]=3[CH:12]=2)=[C:5]([CH3:23])[O:4][N:3]=1.[Li+].[OH-].CC(O)=O. (7) Given the product [CH3:1][C:2]1[CH:7]=[C:6]([C:8]2[C:12]3[CH:13]=[C:14]4[C:19](=[CH:20][C:11]=3[NH:10][N:9]=2)[NH:18][C:17](=[O:21])[N:16]([CH2:22][C:23]2[N:24]=[CH:25][S:26][CH:27]=2)[CH2:15]4)[CH:5]=[CH:4][N:3]=1, predict the reactants needed to synthesize it. The reactants are: [CH3:1][C:2]1[CH:7]=[C:6]([C:8]2[C:12]3[CH:13]=[C:14]4[C:19](=[CH:20][C:11]=3[N:10](C(C3C=CC=CC=3)(C3C=CC=CC=3)C3C=CC=CC=3)[N:9]=2)[NH:18][C:17](=[O:21])[N:16]([CH2:22][C:23]2[N:24]=[CH:25][S:26][CH:27]=2)[CH2:15]4)[CH:5]=[CH:4][N:3]=1.C(O)(C(F)(F)F)=O.